This data is from Full USPTO retrosynthesis dataset with 1.9M reactions from patents (1976-2016). The task is: Predict the reactants needed to synthesize the given product. (1) Given the product [Br:11][CH2:8][C:7]1[C:2]([Cl:1])=[N:3][C:4]([C:9]#[N:10])=[CH:5][CH:6]=1, predict the reactants needed to synthesize it. The reactants are: [Cl:1][C:2]1[C:7]([CH3:8])=[CH:6][CH:5]=[C:4]([C:9]#[N:10])[N:3]=1.[Br:11]N1C(=O)CCC1=O.CC(N=NC(C#N)(C)C)(C#N)C. (2) Given the product [Br:1][CH:8]1[CH2:7][C:6]2[C:10](=[CH:11][CH:12]=[C:4]([F:3])[CH:5]=2)[C:9]1=[O:13], predict the reactants needed to synthesize it. The reactants are: [Br:1]Br.[F:3][C:4]1[CH:5]=[C:6]2[C:10](=[CH:11][CH:12]=1)[C:9](=[O:13])[CH2:8][CH2:7]2. (3) Given the product [C:21]1([C:27]2[N:31]=[C:30]([N:32]3[CH2:37][CH2:36][N:35]([C:13]([NH:12][C:10]4[O:11][C:7]([C:3]5[CH:2]=[N:1][CH:6]=[CH:5][CH:4]=5)=[N:8][N:9]=4)=[O:20])[CH2:34][CH2:33]3)[S:29][N:28]=2)[CH:22]=[CH:23][CH:24]=[CH:25][CH:26]=1, predict the reactants needed to synthesize it. The reactants are: [N:1]1[CH:6]=[CH:5][CH:4]=[C:3]([C:7]2[O:11][C:10]([NH:12][C:13](=[O:20])OCC(Cl)(Cl)Cl)=[N:9][N:8]=2)[CH:2]=1.[C:21]1([C:27]2[N:31]=[C:30]([N:32]3[CH2:37][CH2:36][NH:35][CH2:34][CH2:33]3)[S:29][N:28]=2)[CH:26]=[CH:25][CH:24]=[CH:23][CH:22]=1.C(N(C(C)C)CC)(C)C.O.